From a dataset of Full USPTO retrosynthesis dataset with 1.9M reactions from patents (1976-2016). Predict the reactants needed to synthesize the given product. (1) Given the product [N:34]1[CH:10]=[C:11]2[C:31]([N:14]=[CH:13][NH:12]2)=[N:32][CH:33]=1, predict the reactants needed to synthesize it. The reactants are: C(N[C:10]1[C:11]2[N:12]=[CH:13][N:14]([C:31]=2[N:32]=[CH:33][N:34]=1)[C@@H]1O[C@H](COC(=O)C)[C@@H](OC(=O)C)[C@H]1OC)(=O)C1C=CC=CC=1.C(Cl)(=O)C(C)C.C(O)C. (2) Given the product [CH3:1][N:2]1[C:6]([CH:7]([CH3:10])[CH2:8][NH:9][C:29](=[O:30])[C:28]2[CH:32]=[C:24]([C:21]3[N:20]=[C:19]([C:18]([F:34])([F:33])[F:17])[O:23][N:22]=3)[CH:25]=[N:26][CH:27]=2)=[CH:5][N:4]=[C:3]1[C:11]1[CH:16]=[CH:15][CH:14]=[CH:13][CH:12]=1, predict the reactants needed to synthesize it. The reactants are: [CH3:1][N:2]1[C:6]([CH:7]([CH3:10])[CH2:8][NH2:9])=[CH:5][N:4]=[C:3]1[C:11]1[CH:16]=[CH:15][CH:14]=[CH:13][CH:12]=1.[F:17][C:18]([F:34])([F:33])[C:19]1[O:23][N:22]=[C:21]([C:24]2[CH:25]=[N:26][CH:27]=[C:28]([CH:32]=2)[C:29](O)=[O:30])[N:20]=1.